Dataset: Catalyst prediction with 721,799 reactions and 888 catalyst types from USPTO. Task: Predict which catalyst facilitates the given reaction. (1) The catalyst class is: 683. Product: [CH3:33][N:32]([CH3:36])[S:39]([C:2]1[CH:3]=[C:4]([C:11]([CH3:25])([CH3:24])[CH2:12][C:13]2([C:20]([F:23])([F:22])[F:21])[CH2:17][O:16][C:15]([CH3:19])([CH3:18])[O:14]2)[C:5]2[O:9][CH2:8][CH2:7][C:6]=2[CH:10]=1)(=[O:41])=[O:40]. Reactant: Br[C:2]1[CH:3]=[C:4]([C:11]([CH3:25])([CH3:24])[CH2:12][C:13]2([C:20]([F:23])([F:22])[F:21])[CH2:17][O:16][C:15]([CH3:19])([CH3:18])[O:14]2)[C:5]2[O:9][CH2:8][CH2:7][C:6]=2[CH:10]=1.[Li]CCCC.Cl[N:32]1[C:36](=O)CC[C:33]1=O.[S:39](Cl)(Cl)(=[O:41])=[O:40].CNC. (2) Reactant: Br[C:2]1[CH:3]=[N:4][C:5]2[N:6]([N:8]=[C:9]([C:13]3[CH:18]=[CH:17][C:16]([O:19][C:20]4[CH:25]=[CH:24][CH:23]=[CH:22][CH:21]=4)=[CH:15][CH:14]=3)[C:10]=2[C:11]#[N:12])[CH:7]=1.[OH:26][C:27]1[CH:28]=[C:29](B(O)O)[CH:30]=[CH:31][CH:32]=1.C([O-])([O-])=O.[Na+].[Na+]. Product: [OH:26][C:27]1[CH:32]=[C:31]([C:2]2[CH:3]=[N:4][C:5]3[N:6]([N:8]=[C:9]([C:13]4[CH:18]=[CH:17][C:16]([O:19][C:20]5[CH:25]=[CH:24][CH:23]=[CH:22][CH:21]=5)=[CH:15][CH:14]=4)[C:10]=3[C:11]#[N:12])[CH:7]=2)[CH:30]=[CH:29][CH:28]=1. The catalyst class is: 70. (3) The catalyst class is: 471. Reactant: [CH2:1]([NH:5][C:6]1[N:7]=[CH:8][C:9]2[NH:14][CH:13]=[CH:12][C:10]=2[N:11]=1)[CH2:2][CH2:3][CH3:4].[O-]P([O-])([O-])=O.[K+].[K+].[K+].[F:23][C:24]1[CH:29]=[CH:28][C:27](I)=[CH:26][CH:25]=1.CNC1CCCCC1NC. Product: [CH2:1]([NH:5][C:6]1[N:7]=[CH:8][C:9]2[N:14]([C:27]3[CH:28]=[CH:29][C:24]([F:23])=[CH:25][CH:26]=3)[CH:13]=[CH:12][C:10]=2[N:11]=1)[CH2:2][CH2:3][CH3:4]. (4) Reactant: [H-].[Na+].[F:3][C:4]1[C:5]([CH2:16][N:17]([CH3:25])[C:18](=[O:24])[O:19][C:20]([CH3:23])([CH3:22])[CH3:21])=[CH:6][NH:7][C:8]=1[C:9]1[C:10]([F:15])=[N:11][CH:12]=[CH:13][CH:14]=1.C1OCCOCCOCCOCCOC1.[CH3:41][C:42]1[O:46][C:45]([C:47]2[CH:48]=[C:49]([S:53](Cl)(=[O:55])=[O:54])[CH:50]=[CH:51][CH:52]=2)=[N:44][N:43]=1. Product: [F:3][C:4]1[C:5]([CH2:16][N:17]([CH3:25])[C:18](=[O:24])[O:19][C:20]([CH3:21])([CH3:22])[CH3:23])=[CH:6][N:7]([S:53]([C:49]2[CH:50]=[CH:51][CH:52]=[C:47]([C:45]3[O:46][C:42]([CH3:41])=[N:43][N:44]=3)[CH:48]=2)(=[O:55])=[O:54])[C:8]=1[C:9]1[C:10]([F:15])=[N:11][CH:12]=[CH:13][CH:14]=1. The catalyst class is: 30. (5) Reactant: [OH-].[Na+].[CH2:3]([N:5]([CH2:35][CH3:36])[CH2:6][CH2:7][O:8][C:9]1[CH:10]=[CH:11][C:12]([OH:34])=[C:13]([CH:33]=1)[C:14]([NH:16][C:17]1[CH:26]=[C:25]([C:27]2[CH:32]=[CH:31][CH:30]=[CH:29][CH:28]=2)[CH:24]=[CH:23][C:18]=1[C:19]([O:21]C)=[O:20])=[O:15])[CH3:4].CS(O)(=O)=O. Product: [CH2:35]([N:5]([CH2:3][CH3:4])[CH2:6][CH2:7][O:8][C:9]1[CH:10]=[CH:11][C:12]([OH:34])=[C:13]([CH:33]=1)[C:14]([NH:16][C:17]1[CH:26]=[C:25]([C:27]2[CH:28]=[CH:29][CH:30]=[CH:31][CH:32]=2)[CH:24]=[CH:23][C:18]=1[C:19]([OH:21])=[O:20])=[O:15])[CH3:36]. The catalyst class is: 12. (6) Reactant: CC(C[AlH]CC(C)C)C.C([O:14][C:15](=O)[CH2:16][CH2:17][C@@H:18]([CH2:34][O:35][S:36]([C:39]1[CH:45]=[CH:44][C:42]([CH3:43])=[CH:41][CH:40]=1)(=[O:38])=[O:37])[CH2:19][C@H:20]1[CH2:24][O:23][C:22]([CH3:26])([CH3:25])[N:21]1[C:27]([O:29][C:30]([CH3:33])([CH3:32])[CH3:31])=[O:28])(C)(C)C.[BH4-].[Na+]. Product: [OH:14][CH2:15][CH2:16][CH2:17][C@@H:18]([CH2:34][O:35][S:36]([C:39]1[CH:45]=[CH:44][C:42]([CH3:43])=[CH:41][CH:40]=1)(=[O:37])=[O:38])[CH2:19][C@H:20]1[CH2:24][O:23][C:22]([CH3:25])([CH3:26])[N:21]1[C:27]([O:29][C:30]([CH3:31])([CH3:32])[CH3:33])=[O:28]. The catalyst class is: 2. (7) Reactant: C[O:2][C:3](=O)[CH2:4][N:5]([C:13]1[CH:18]=[C:17]([N:19]2[C:23]3[N:24]=[C:25]([N:53]4[CH2:58][CH2:57][O:56][CH2:55][CH2:54]4)[N:26]=[C:27]([C:28]4[CH:29]=[N:30][C:31]([N:34]([CH2:44][C:45]5[CH:50]=[CH:49][C:48]([O:51][CH3:52])=[CH:47][CH:46]=5)[CH2:35][C:36]5[CH:41]=[CH:40][C:39]([O:42][CH3:43])=[CH:38][CH:37]=5)=[N:32][CH:33]=4)[C:22]=3[CH2:21][CH2:20]2)[CH:16]=[CH:15][N:14]=1)[C:6]([O:8][C:9]([CH3:12])([CH3:11])[CH3:10])=[O:7].C(OCC)C.[H-].[Al+3].[Li+].[H-].[H-].[H-]. Product: [C:9]([O:8][C:6](=[O:7])[N:5]([C:13]1[CH:18]=[C:17]([N:19]2[C:23]3[N:24]=[C:25]([N:53]4[CH2:58][CH2:57][O:56][CH2:55][CH2:54]4)[N:26]=[C:27]([C:28]4[CH:29]=[N:30][C:31]([N:34]([CH2:35][C:36]5[CH:37]=[CH:38][C:39]([O:42][CH3:43])=[CH:40][CH:41]=5)[CH2:44][C:45]5[CH:46]=[CH:47][C:48]([O:51][CH3:52])=[CH:49][CH:50]=5)=[N:32][CH:33]=4)[C:22]=3[CH2:21][CH2:20]2)[CH:16]=[CH:15][N:14]=1)[CH2:4][CH2:3][OH:2])([CH3:12])([CH3:10])[CH3:11]. The catalyst class is: 1.